Dataset: Kir2.1 potassium channel HTS with 301,493 compounds. Task: Binary Classification. Given a drug SMILES string, predict its activity (active/inactive) in a high-throughput screening assay against a specified biological target. The compound is s1c(nnc1N)CC(=O)N\N=C\c1oc(c2ccc(cc2)C(OCC)=O)cc1. The result is 0 (inactive).